Dataset: Blood-brain barrier permeability classification from the B3DB database. Task: Regression/Classification. Given a drug SMILES string, predict its absorption, distribution, metabolism, or excretion properties. Task type varies by dataset: regression for continuous measurements (e.g., permeability, clearance, half-life) or binary classification for categorical outcomes (e.g., BBB penetration, CYP inhibition). Dataset: b3db_classification. (1) The compound is NC(=O)N1CC(Oc2cccc(C(F)(F)F)c2)C1. The result is 1 (penetrates BBB). (2) The compound is COc1cccc2c1C(=O)c1c(O)c3c(c(O)c1C2=O)C[C@](O)(C(C)=O)C[C@H]3O[C@H]1C[C@H](N)[C@H](O)[C@H](C)O1. The result is 0 (does not penetrate BBB). (3) The molecule is Cc1cc(N(C)C)ccc1C[C@H](C)N. The result is 1 (penetrates BBB). (4) The molecule is CN(C)CCN1CCN(c2cccc(Cl)c2)C1=O. The result is 1 (penetrates BBB). (5) The drug is CC(C)=CCN1CC[C@@]2(C)c3cc(O)ccc3C[C@H]1[C@H]2C. The result is 1 (penetrates BBB). (6) The molecule is O=C(NC(Cc1cc(=O)[nH]c2ccccc12)C(=O)O)c1ccc(Cl)cc1. The result is 0 (does not penetrate BBB). (7) The drug is CCC[C@@H](O)Cl. The result is 1 (penetrates BBB). (8) The molecule is O=C(CCCN1CCC2(CC1)C(=O)NCN2c1ccccc1)c1ccc(F)cc1. The result is 1 (penetrates BBB). (9) The molecule is CCCCCOc1ccccc1/C(=C\SC)n1ccnc1. The result is 0 (does not penetrate BBB).